Dataset: Catalyst prediction with 721,799 reactions and 888 catalyst types from USPTO. Task: Predict which catalyst facilitates the given reaction. (1) Reactant: [N+:1]([C:4]1[CH:5]=[C:6]([CH:10]=[CH:11][CH:12]=1)[CH2:7][CH2:8][OH:9])([O-:3])=[O:2].[C:13](OC(=O)C)(=[O:15])[CH3:14].O. The catalyst class is: 300. Product: [N+:1]([C:4]1[CH:5]=[C:6]([CH2:7][CH2:8][O:9][C:13](=[O:15])[CH3:14])[CH:10]=[CH:11][CH:12]=1)([O-:3])=[O:2]. (2) Reactant: [CH2:1]([O:4][C:5]1[C:10]([C:11]#[N:12])=[CH:9][C:8]([C:13]2[O:17][N:16]=[C:15]([C:18]3[CH:28]=[CH:27][C:21]4[CH2:22][CH2:23][NH:24][CH2:25][CH2:26][C:20]=4[CH:19]=3)[N:14]=2)=[CH:7][N:6]=1)[CH2:2][CH3:3].[CH3:29][C:30]1([CH3:37])[O:35][CH2:34][C:33](=O)[CH2:32][O:31]1.C(O[BH-](OC(=O)C)OC(=O)C)(=O)C.[Na+]. Product: [CH3:29][C:30]1([CH3:37])[O:35][CH2:34][CH:33]([N:24]2[CH2:23][CH2:22][C:21]3[CH:27]=[CH:28][C:18]([C:15]4[N:14]=[C:13]([C:8]5[CH:9]=[C:10]([C:11]#[N:12])[C:5]([O:4][CH2:1][CH2:2][CH3:3])=[N:6][CH:7]=5)[O:17][N:16]=4)=[CH:19][C:20]=3[CH2:26][CH2:25]2)[CH2:32][O:31]1. The catalyst class is: 2. (3) Product: [Br:18][CH2:1][C:2]1[C:7]2[N:8]=[CH:9][S:10][C:6]=2[CH:5]=[CH:4][CH:3]=1. The catalyst class is: 53. Reactant: [CH3:1][C:2]1[C:7]2[N:8]=[CH:9][S:10][C:6]=2[CH:5]=[CH:4][CH:3]=1.C1C(=O)N([Br:18])C(=O)C1.CC(N=NC(C#N)(C)C)(C#N)C. (4) Reactant: [Si]([O:8][CH2:9][CH2:10][O:11][C:12]1[CH:13]=[CH:14][C:15]([C:29]2[NH:38][C:37](=[O:39])[C:36]3[C:31](=[CH:32][C:33]([O:42][CH3:43])=[CH:34][C:35]=3[O:40][CH3:41])[N:30]=2)=[N:16][C:17]=1[C:18]1[CH:23]=[CH:22][C:21]([S:24]([CH2:27][CH3:28])(=[O:26])=[O:25])=[CH:20][CH:19]=1)(C(C)(C)C)(C)C.CCCC[N+](CCCC)(CCCC)CCCC.[F-]. Product: [CH2:27]([S:24]([C:21]1[CH:20]=[CH:19][C:18]([C:17]2[N:16]=[C:15]([C:29]3[NH:38][C:37](=[O:39])[C:36]4[C:31](=[CH:32][C:33]([O:42][CH3:43])=[CH:34][C:35]=4[O:40][CH3:41])[N:30]=3)[CH:14]=[CH:13][C:12]=2[O:11][CH2:10][CH2:9][OH:8])=[CH:23][CH:22]=1)(=[O:25])=[O:26])[CH3:28]. The catalyst class is: 1. (5) Reactant: Cl.Cl.[Cl:3][C:4]1[C:8]([Cl:9])=[C:7]([CH3:10])[NH:6][C:5]=1[C:11]([NH:13][C@H:14]1[CH2:19][CH2:18][NH:17][CH2:16][C@H:15]1[N:20]1[CH:24]=[CH:23][N:22]=[CH:21]1)=[O:12].Br[C:26]1[S:27][C:28]([C:31]([O:33][CH3:34])=[O:32])=[CH:29][N:30]=1.CCN(C(C)C)C(C)C. Product: [Cl:3][C:4]1[C:8]([Cl:9])=[C:7]([CH3:10])[NH:6][C:5]=1[C:11]([NH:13][C@H:14]1[CH2:19][CH2:18][N:17]([C:26]2[S:27][C:28]([C:31]([O:33][CH3:34])=[O:32])=[CH:29][N:30]=2)[CH2:16][C@H:15]1[N:20]1[CH:24]=[CH:23][N:22]=[CH:21]1)=[O:12]. The catalyst class is: 60. (6) Reactant: [C:1]([O:5][C:6]([NH:8][C@@H:9]1[C@H:14]([NH:15][C:16]2[N:21]=[C:20](Cl)[C:19]3[C:23](=[O:33])[N:24]([C:26]([O:28][C:29]([CH3:32])([CH3:31])[CH3:30])=[O:27])[CH2:25][C:18]=3[C:17]=2[F:34])[CH2:13][CH2:12][O:11][CH2:10]1)=[O:7])([CH3:4])([CH3:3])[CH3:2].[CH3:35][N:36]1[C:40]([CH3:41])=[C:39]2[S:42][C:43]([Sn](CCCC)(CCCC)CCCC)=[CH:44][C:38]2=[N:37]1. Product: [C:1]([O:5][C:6]([NH:8][C@@H:9]1[C@H:14]([NH:15][C:16]2[N:21]=[C:20]([C:43]3[S:42][C:39]4[C:38](=[N:37][N:36]([CH3:35])[C:40]=4[CH3:41])[CH:44]=3)[C:19]3[C:23](=[O:33])[N:24]([C:26]([O:28][C:29]([CH3:32])([CH3:31])[CH3:30])=[O:27])[CH2:25][C:18]=3[C:17]=2[F:34])[CH2:13][CH2:12][O:11][CH2:10]1)=[O:7])([CH3:4])([CH3:3])[CH3:2]. The catalyst class is: 109. (7) Reactant: [C:1]([CH2:3][CH2:4][NH:5][C:6]([C:8]1[CH:9]=[C:10]([C:14]2[CH:19]=[CH:18][N:17]=[C:16]3[N:20]([CH2:33][O:34][CH2:35][CH2:36][Si:37]([CH3:40])([CH3:39])[CH3:38])[C:21]([C:23]4[CH:32]=[CH:31][C:26]([C:27]([O:29]C)=[O:28])=[CH:25][CH:24]=4)=[N:22][C:15]=23)[CH:11]=[CH:12][CH:13]=1)=[O:7])#[N:2].Cl. Product: [C:1]([CH2:3][CH2:4][NH:5][C:6]([C:8]1[CH:9]=[C:10]([C:14]2[CH:19]=[CH:18][N:17]=[C:16]3[N:20]([CH2:33][O:34][CH2:35][CH2:36][Si:37]([CH3:38])([CH3:40])[CH3:39])[C:21]([C:23]4[CH:32]=[CH:31][C:26]([C:27]([OH:29])=[O:28])=[CH:25][CH:24]=4)=[N:22][C:15]=23)[CH:11]=[CH:12][CH:13]=1)=[O:7])#[N:2]. The catalyst class is: 20. (8) Reactant: [NH2:1][C@@H:2]1[CH2:6][CH2:5][C@@:4]([C:9]([N:11]2[CH2:16][C@@H:15]3[CH2:17][C@H:12]2[CH2:13][N:14]3[C:18]([O:20][C:21]([CH3:24])([CH3:23])[CH3:22])=[O:19])=[O:10])([CH2:7][CH3:8])[CH2:3]1.C(O[BH-](OC(=O)C)OC(=O)C)(=O)C.[Na+].[CH3:39][O:40][CH:41]1[C:46](=O)[CH2:45][CH2:44][O:43][CH2:42]1.[OH-].[Na+]. Product: [C:21]([O:20][C:18]([N:14]1[CH2:13][C@@H:12]2[CH2:17][C@H:15]1[CH2:16][N:11]2[C:9]([C@@:4]1([CH2:7][CH3:8])[CH2:5][CH2:6][C@@H:2]([NH:1][C@@H:46]2[C@H:41]([O:40][CH3:39])[CH2:42][O:43][CH2:44][CH2:45]2)[CH2:3]1)=[O:10])=[O:19])([CH3:23])([CH3:22])[CH3:24]. The catalyst class is: 46. (9) Reactant: [CH2:1]([S:3]([NH:6][C@@H:7]1[CH2:12][CH2:11][CH2:10][N:9](C(OC(C)(C)C)=O)[C@H:8]1[CH2:20][O:21][C:22]1[CH:27]=[CH:26][C:25]([CH:28]([CH3:30])[CH3:29])=[CH:24][CH:23]=1)(=[O:5])=[O:4])[CH3:2].[ClH:31]. Product: [ClH:31].[CH:28]([C:25]1[CH:24]=[CH:23][C:22]([O:21][CH2:20][C@H:8]2[C@H:7]([NH:6][S:3]([CH2:1][CH3:2])(=[O:4])=[O:5])[CH2:12][CH2:11][CH2:10][NH:9]2)=[CH:27][CH:26]=1)([CH3:29])[CH3:30]. The catalyst class is: 13. (10) Reactant: [NH2:1][C:2]1[C:3]([C:9]([O:11][CH3:12])=[O:10])=[N:4][CH:5]=[C:6]([F:8])[CH:7]=1.[Br:13]N1C(=O)CCC1=O. Product: [NH2:1][C:2]1[C:3]([C:9]([O:11][CH3:12])=[O:10])=[N:4][C:5]([Br:13])=[C:6]([F:8])[CH:7]=1. The catalyst class is: 210.